Dataset: Reaction yield outcomes from USPTO patents with 853,638 reactions. Task: Predict the reaction yield, written as a fraction of the theoretical maximum amount of product (1.0 means a 100% yield; for example, 0.34 means a 34% yield). (1) The reactants are [CH3:1]C(C)([O-])C.[K+].C(NC(C)C)(C)C.C([Li])CCC.[Si:19]([O:26][CH:27]([C:37]([F:40])([F:39])[F:38])[CH2:28][CH:29]([C:31]1[CH:36]=[CH:35][CH:34]=[CH:33][N:32]=1)[CH3:30])([C:22]([CH3:25])([CH3:24])[CH3:23])([CH3:21])[CH3:20].CI. No catalyst specified. The product is [Si:19]([O:26][CH:27]([C:37]([F:38])([F:40])[F:39])[CH2:28][C:29]([C:31]1[CH:36]=[CH:35][CH:34]=[CH:33][N:32]=1)([CH3:1])[CH3:30])([C:22]([CH3:25])([CH3:23])[CH3:24])([CH3:21])[CH3:20]. The yield is 0.620. (2) The reactants are FC(F)(F)C(O)=O.[Cl:8][C:9]1[CH:10]=[C:11]([CH:15]2[C:19]([C:22]3[CH:27]=[CH:26][C:25]([Cl:28])=[CH:24][CH:23]=3)([C:20]#[N:21])[CH:18]([CH2:29][CH:30]([CH3:32])[CH3:31])[NH:17][CH:16]2[C:33]([OH:35])=O)[CH:12]=[CH:13][CH:14]=1.CC1(C)[O:41][C@@H:40]([CH2:42][CH2:43][NH2:44])[CH2:39][O:38]1.CN(C(ON1N=NC2C=CC=NC1=2)=[N+](C)C)C.F[P-](F)(F)(F)(F)F.CCN(C(C)C)C(C)C.Cl. The catalyst is C(Cl)Cl.O1CCCC1. The product is [OH:41][C@H:40]([CH2:39][OH:38])[CH2:42][CH2:43][NH:44][C:33]([CH:16]1[CH:15]([C:11]2[CH:12]=[CH:13][CH:14]=[C:9]([Cl:8])[CH:10]=2)[C:19]([C:22]2[CH:27]=[CH:26][C:25]([Cl:28])=[CH:24][CH:23]=2)([C:20]#[N:21])[CH:18]([CH2:29][CH:30]([CH3:31])[CH3:32])[NH:17]1)=[O:35]. The yield is 0.950.